Dataset: Full USPTO retrosynthesis dataset with 1.9M reactions from patents (1976-2016). Task: Predict the reactants needed to synthesize the given product. (1) Given the product [F:1][C:2]1[CH:7]=[CH:6][C:5]([C:8]([C:10]2[N:11]=[C:12]([NH:27][C:24]3[CH:23]=[C:22]([CH3:21])[NH:26][N:25]=3)[C:13]3[C:14](=[CH:16][S:17][CH:18]=3)[N:15]=2)=[O:9])=[CH:4][CH:3]=1, predict the reactants needed to synthesize it. The reactants are: [F:1][C:2]1[CH:7]=[CH:6][C:5]([C:8]([C:10]2[N:11]=[C:12](OC)[C:13]3[C:14](=[CH:16][S:17][CH:18]=3)[N:15]=2)=[O:9])=[CH:4][CH:3]=1.[CH3:21][C:22]1[NH:26][N:25]=[C:24]([NH2:27])[CH:23]=1.CCN(C(C)C)C(C)C. (2) Given the product [C:1]([O:5][C:6](=[O:23])[N:7]([CH2:9][CH2:10][CH2:11][CH2:12][N:13]([CH2:14][C:15]1[C:20]([CH3:21])=[CH:19][C:18]([Cl:22])=[CH:17][N:16]=1)[CH2:40][C:35]1[C:34]([C:31]([C:28]2[CH:27]=[CH:26][C:25]([F:24])=[CH:30][CH:29]=2)([CH3:33])[CH3:32])=[CH:39][CH:38]=[CH:37][N:36]=1)[CH3:8])([CH3:4])([CH3:2])[CH3:3], predict the reactants needed to synthesize it. The reactants are: [C:1]([O:5][C:6](=[O:23])[N:7]([CH2:9][CH2:10][CH2:11][CH2:12][NH:13][CH2:14][C:15]1[C:20]([CH3:21])=[CH:19][C:18]([Cl:22])=[CH:17][N:16]=1)[CH3:8])([CH3:4])([CH3:3])[CH3:2].[F:24][C:25]1[CH:30]=[CH:29][C:28]([C:31]([C:34]2[C:35]([CH:40]=O)=[N:36][CH:37]=[CH:38][CH:39]=2)([CH3:33])[CH3:32])=[CH:27][CH:26]=1.[BH-](OC(C)=O)(OC(C)=O)OC(C)=O.[Na+].